From a dataset of Full USPTO retrosynthesis dataset with 1.9M reactions from patents (1976-2016). Predict the reactants needed to synthesize the given product. (1) Given the product [CH3:1][O:2][C:3]([C:5]1([CH2:25][C:26]2[CH:31]=[CH:30][CH:29]=[CH:28][CH:27]=2)[C:10](=[O:11])[CH2:9][CH2:8][N:7]([C:12]([O:14][C:15]([CH3:18])([CH3:17])[CH3:16])=[O:13])[CH2:6]1)=[O:4], predict the reactants needed to synthesize it. The reactants are: [CH3:1][O:2][C:3]([CH:5]1[C:10](=[O:11])[CH2:9][CH2:8][N:7]([C:12]([O:14][C:15]([CH3:18])([CH3:17])[CH3:16])=[O:13])[CH2:6]1)=[O:4].C(=O)([O-])[O-].[K+].[K+].[CH2:25](Br)[C:26]1[CH:31]=[CH:30][CH:29]=[CH:28][CH:27]=1. (2) Given the product [C:31]([C:2]1[C:7]([NH:8][S:9]([CH2:12][CH2:13][CH3:14])(=[O:11])=[O:10])=[CH:6][CH:5]=[C:4]([F:15])[C:3]=1[NH:16][C:17]([C:19]1[CH:20]=[CH:21][CH:22]=[C:23]2[C:28]=1[N:27]=[CH:26][N:25]=[C:24]2[NH2:29])=[O:18])#[N:30], predict the reactants needed to synthesize it. The reactants are: F[C:2]1[C:7]([NH:8][S:9]([CH2:12][CH2:13][CH3:14])(=[O:11])=[O:10])=[CH:6][CH:5]=[C:4]([F:15])[C:3]=1[NH:16][C:17]([C:19]1[CH:20]=[CH:21][CH:22]=[C:23]2[C:28]=1[N:27]=[CH:26][N:25]=[C:24]2[NH2:29])=[O:18].[NH2:30][C:31]1C(C#N)=C(NS(CCC)(=O)=O)C=CC=1F.N.CO.